Dataset: Experimentally validated miRNA-target interactions with 360,000+ pairs, plus equal number of negative samples. Task: Binary Classification. Given a miRNA mature sequence and a target amino acid sequence, predict their likelihood of interaction. (1) The miRNA is hsa-miR-3925-3p with sequence ACUCCAGUUUUAGUUCUCUUG. The protein sequence of the target gene is MAAFSKYLTARNTSLAGAAFLLLCLLHKRRRALGLHGKKSGKPPLQNNEKEGKKERAVVDKVFLSRLSQILKIMVPRTFCKETGYLLLIAVMLVSRTYCDVWMIQNGTLIESGIIGRSSKDFKRYLFNFIAAMPLISLVNNFLKYGLNELKLCFRVRLTRYLYEEYLQAFTYYKMGNLDNRIANPDQLLTQDVEKFCNSVVDLYSNLSKPFLDIVLYIFKLTSAIGAQGPASMMAYLLVSGLFLTRLRRPIGKMTIMEQKYEGEYRYVNSRLITNSEEIAFYNGNKREKQTIHSVFRKLV.... Result: 0 (no interaction). (2) The miRNA is mmu-miR-1946a with sequence AGCCGGGCAGUGGUGGCACACACUUUU. The protein sequence of the target gene is MESDFYLRYYVGHKGKFGHEFLEFEFRPDGKLRYANNSNYKNDVMIRKEAYVHKSVMEELKRIIDDSEITKEDDALWPPPDRVGRQELEIVIGDEHISFTTSKIGSLIDVNQSKDPEGLRVFYYLVQDLKCLVFSLIGLHFKIKPI. Result: 0 (no interaction). (3) The miRNA is hsa-miR-1910-5p with sequence CCAGUCCUGUGCCUGCCGCCU. The protein sequence of the target gene is MAMLVLVPGRVMRPLGGQLWRFLPRGLEFWGPAEGTARVLLRQFCARQAEAWRASGRPGYCLGTRPLSTARPPPPWSQKGPGDSTRPSKPGPVSWKSLAITFAIGGALLAGMKHVKKEKAEKLEKERQRHIGKPLLGGPFSLTTHTGERKTDKDYLGQWLLIYFGFTHCPDVCPEELEKMIQVVDEIDSITTLPDLTPLFISIDPERDTKEAIANYVKEFSPKLVGLTGTREEVDQVARAYRVYYSPGPKDEDEDYIVDHTIIMYLIGPDGEFLDYFGQNKRKGEIAASIATHMRPYRKK.... Result: 0 (no interaction). (4) The miRNA is hsa-miR-518d-5p with sequence CUCUAGAGGGAAGCACUUUCUG. The protein sequence of the target gene is MAAEIHSRPQSSRPVLLSKIEGHQDAVTAALLIPKEDGVITASEDRTIRVWLKRDSGQYWPSIYHTMASPCSAMAYHHDSRRIFVGQDNGAVMEFHVSEDFNKMNFIKTYPAHQNRVSAIIFSLAAEWVISTGHDKCVSWMCTRSGNMLGRHFFSSWASCLQYDLDTQHAFVGDYSGQITLLKLEQNTCSVITTLKGHEGSIACLWWDPIQRLLFSGASDNSVIMWDIGGRKGRTLLLQGHHDRVQSLCYLQLTRQLVSCSADGGIAVWNMDVSREEAPQWLESDSCQKCEQPFFWNIKQ.... Result: 0 (no interaction). (5) The miRNA is hsa-miR-8086 with sequence UGCUAGUCUGGACUGAUAUGGU. The protein sequence of the target gene is MALNKNHSEGGGVIVNNTESILMSYDHVELTFNDMKNVPEAFKGTKKGTVYLTPYRVIFLSKGKDAMQSFMMPFYLMKDCEIKQPVFGANYIKGTVKAEAGGGWEGSASYKLTFTAGGAIEFGQRMLQVASQASRGEVPSGAYGYSYMPSGAYVYPPPVANGMYPCPPGYPYPPPPPEFYPGPPMMDGAMGYVQPPPPPYPGPMEPPVSGPDVPSTPAAEAKAAEAAASAYYNPGNPHNVYMPTSQPPPPPYYPPEDKKTQ. Result: 1 (interaction). (6) The miRNA is hsa-miR-6890-5p with sequence CAUGGGGUAGGGCAGAGUAGG. The protein sequence of the target gene is MLLEPGRGCCALAILLAIVDIQSGGCINITSSASQEGTRLNLICTVWHKKEEAEGFVVFLCKDRSGDCSPETSLKQLRLKRDPGIDGVGEISSQLMFTISQVTPLHSGTYQCCARSQKSGIRLQGHFFSILFTETGNYTVTGLKQRQHLEFSHNEGTLSSGFLQEKVWVMLVTSLVALQAL. Result: 0 (no interaction). (7) The miRNA is hsa-miR-5696 with sequence CUCAUUUAAGUAGUCUGAUGCC. The protein sequence of the target gene is MSVSSGVQILTKPETVDRRRSAETTKEAGRPLEMAVSEPEASAAEWKQLDPAQSNLYNDVMLENYCNQASMGCQAPKPDMISKLEKGEAPWLGKGKRPSQGCPSKIARPKQKETDGKVQKDDDQLENIQKSQNKLLREVAVKKKTQAKKNGSDCGSLGKKNNLHKKHVPSKKRLLKFESCGKILKQNLDLPDHSRNCVKRKSDAAKEHKKSFNHSLSDTRKGKKQTGKKHEKLSSHSSSDKCNKTGKKHDKLCCHSSSHIKQDKIQTGEKHEKSPSLSSSTKHEKPQACVKPYECNQCGK.... Result: 1 (interaction). (8) The miRNA is hsa-miR-6081 with sequence AGGAGCAGUGCCGGCCAAGGCGCC. The protein sequence of the target gene is MFYVIGGITVSVVAFFFTIKFLFELAARVVSFLQNEDRERRGDRTIYDYVRGNYLDPRSCKVSWDWKDPYEVGHSMAFRVHLFYKNGQPFPAHRPVGLRVHISHVELAVEIPVTQEVLQEPNSNVVKVAFTVRKAGRYEITVKLGGLNVAYSPYYKIFQPGMVVPSKTKIVCHFSTLVLTCGQPHTLQIVPRDEYDNPTNNSMSLRDEHNYTLSIHELGPQEEESTGVSFEKSVTSNRQTFQVFLRLTLHSRGCFHACISYQNQPINNGEFDIIVLSEDEKNIVERNVSTSGVSIYFEAY.... Result: 1 (interaction).